Dataset: Reaction yield outcomes from USPTO patents with 853,638 reactions. Task: Predict the reaction yield, written as a fraction of the theoretical maximum amount of product (1.0 means a 100% yield; for example, 0.34 means a 34% yield). The reactants are [CH3:1][O:2][CH2:3][CH2:4][O:5][C:6]1[N:14]=[C:13]2[C:9]([N:10]=[CH:11][NH:12]2)=[C:8]([NH2:15])[N:7]=1.[Br:16][CH2:17][C:18]1[CH:23]=[CH:22][CH:21]=[C:20]([CH2:24]Br)[CH:19]=1.C(=O)([O-])[O-].[K+].[K+]. The catalyst is CN(C=O)C.C(OCC)(=O)C. The product is [Br:16][CH2:17][C:18]1[CH:19]=[C:20]([CH:21]=[CH:22][CH:23]=1)[CH2:24][N:12]1[CH:11]=[N:10][C:9]2[C:13]1=[N:14][C:6]([O:5][CH2:4][CH2:3][O:2][CH3:1])=[N:7][C:8]=2[NH2:15]. The yield is 0.590.